This data is from Full USPTO retrosynthesis dataset with 1.9M reactions from patents (1976-2016). The task is: Predict the reactants needed to synthesize the given product. (1) Given the product [Cl:1][C:2]1[CH:3]=[C:4]([CH2:20][C:21]([OH:23])=[O:22])[CH:5]=[CH:6][C:7]=1[NH:8][C:9]([N:11]1[C:19]2[C:14](=[CH:15][CH:16]=[CH:17][CH:18]=2)[CH2:13][CH2:12]1)=[O:10], predict the reactants needed to synthesize it. The reactants are: [Cl:1][C:2]1[CH:3]=[C:4]([CH2:20][C:21]([O:23]CC)=[O:22])[CH:5]=[CH:6][C:7]=1[NH:8][C:9]([N:11]1[C:19]2[C:14](=[CH:15][CH:16]=[CH:17][CH:18]=2)[CH2:13][CH2:12]1)=[O:10].[OH-].[Na+].C1COCC1. (2) Given the product [C:25]([O:29][C:30]([N:32]1[CH2:37][CH2:36][CH:35]([NH:38][C:22]([C:19]2[C:15]3[N:16]=[CH:17][N:18]=[C:13]([C:5]4[C:6]5[O:10][CH2:9][O:8][C:7]=5[CH:11]=[CH:12][C:4]=4[O:3][CH2:1][CH3:2])[C:14]=3[NH:21][CH:20]=2)=[O:23])[CH2:34][CH2:33]1)=[O:31])([CH3:28])([CH3:26])[CH3:27], predict the reactants needed to synthesize it. The reactants are: [CH2:1]([O:3][C:4]1[CH:12]=[CH:11][C:7]2[O:8][CH2:9][O:10][C:6]=2[C:5]=1[C:13]1[C:14]2[NH:21][CH:20]=[C:19]([C:22](O)=[O:23])[C:15]=2[N:16]=[CH:17][N:18]=1)[CH3:2].[C:25]([O:29][C:30]([N:32]1[CH2:37][CH2:36][CH:35]([NH2:38])[CH2:34][CH2:33]1)=[O:31])([CH3:28])([CH3:27])[CH3:26]. (3) Given the product [Br:21][CH2:1][C:2]1[C:3]([C:15]2[CH:20]=[CH:19][CH:18]=[CH:17][CH:16]=2)=[N:4][C:5]2[C:10]([C:11]=1[C:12]([OH:14])=[O:13])=[CH:9][CH:8]=[CH:7][CH:6]=2, predict the reactants needed to synthesize it. The reactants are: [CH3:1][C:2]1[C:3]([C:15]2[CH:20]=[CH:19][CH:18]=[CH:17][CH:16]=2)=[N:4][C:5]2[C:10]([C:11]=1[C:12]([OH:14])=[O:13])=[CH:9][CH:8]=[CH:7][CH:6]=2.[Br:21]N1C(=O)CCC1=O.S([O-])([O-])(=O)=S.[Na+].[Na+].Cl.[OH-].[Na+]. (4) Given the product [CH:6]1([CH2:5][C@H:4]([NH:9][C:10]([C:12]2[CH:17]=[CH:16][C:15]([CH:18]3[CH2:20][CH2:19]3)=[C:14]([O:21][CH2:22][CH:23]3[CH2:25][CH2:24]3)[N:13]=2)=[O:11])[C:3]([OH:26])=[O:2])[CH2:7][CH2:8]1, predict the reactants needed to synthesize it. The reactants are: C[O:2][C:3](=[O:26])[C@@H:4]([NH:9][C:10]([C:12]1[CH:17]=[CH:16][C:15]([CH:18]2[CH2:20][CH2:19]2)=[C:14]([O:21][CH2:22][CH:23]2[CH2:25][CH2:24]2)[N:13]=1)=[O:11])[CH2:5][CH:6]1[CH2:8][CH2:7]1.O.O.[OH-].[Li+].Cl. (5) Given the product [C:28]([O:27][C:25]([CH:23]1[CH2:22][N:21]([C:19]2[NH:20][C:4](=[O:15])[C:5]([C:6]([O:8][CH2:9][CH3:10])=[O:7])=[CH:11][C:18]=2[C:16]#[N:17])[CH2:24]1)=[O:26])([CH3:31])([CH3:29])[CH3:30], predict the reactants needed to synthesize it. The reactants are: C(O[C:4](=[O:15])[C:5](=[CH:11]OCC)[C:6]([O:8][CH2:9][CH3:10])=[O:7])C.[C:16]([CH2:18][C:19]([N:21]1[CH2:24][CH:23]([C:25]([O:27][C:28]([CH3:31])([CH3:30])[CH3:29])=[O:26])[CH2:22]1)=[NH:20])#[N:17].